From a dataset of Full USPTO retrosynthesis dataset with 1.9M reactions from patents (1976-2016). Predict the reactants needed to synthesize the given product. (1) The reactants are: Br.[Br:2][C:3]1[CH:4]=[CH:5][C:6]2[N:7]([CH2:10][C:11]([C:14]([F:20])([F:19])[C:15]([F:18])([F:17])[F:16])(O)[N:12]=2)[C:8]=1[CH3:9]. Given the product [Br:2][C:3]1[CH:4]=[CH:5][C:6]2[N:7]([CH:10]=[C:11]([C:14]([F:19])([F:20])[C:15]([F:18])([F:17])[F:16])[N:12]=2)[C:8]=1[CH3:9], predict the reactants needed to synthesize it. (2) Given the product [NH2:35][CH2:34][CH:13]1[O:12][CH:11]([C:9]2[O:10][C:6]([Cl:5])=[CH:7][CH:8]=2)[C:16]2=[C:17]3[N:29]([CH3:30])[C:28](=[O:31])[N:27]([CH3:32])[C:26](=[O:33])[C:18]3=[C:19]([C:20]3[S:21][CH:22]=[C:23]([CH3:25])[N:24]=3)[N:15]2[CH2:14]1, predict the reactants needed to synthesize it. The reactants are: C(CN)O.[Cl:5][C:6]1[O:10][C:9]([CH:11]2[C:16]3=[C:17]4[N:29]([CH3:30])[C:28](=[O:31])[N:27]([CH3:32])[C:26](=[O:33])[C:18]4=[C:19]([C:20]4[S:21][CH:22]=[C:23]([CH3:25])[N:24]=4)[N:15]3[CH2:14][CH:13]([CH2:34][N:35]3C(=O)C4C(=CC=CC=4)C3=O)[O:12]2)=[CH:8][CH:7]=1. (3) Given the product [CH3:32][O:1][C:2]1[CH:7]=[C:6]([CH3:8])[O:5][CH2:4][C:3]=1[C:10](=[O:25])[CH:11]=[CH:12][C:13]1[CH:18]=[CH:17][C:16]([O:19][C:20]([F:23])([F:22])[F:21])=[C:15]([Cl:24])[CH:14]=1, predict the reactants needed to synthesize it. The reactants are: [OH:1][C:2]1[CH:7]=[C:6]([CH3:8])[O:5][C:4](=O)[C:3]=1[C:10](=[O:25])[CH:11]=[CH:12][C:13]1[CH:18]=[CH:17][C:16]([O:19][C:20]([F:23])([F:22])[F:21])=[C:15]([Cl:24])[CH:14]=1.[H-].[Na+].S(OC)(O[CH3:32])(=O)=O.